This data is from Forward reaction prediction with 1.9M reactions from USPTO patents (1976-2016). The task is: Predict the product of the given reaction. Given the reactants [NH2:1][N:2]1[C:6]([C:7]([O:9]CC)=O)=[C:5]([CH3:12])[N:4]=[CH:3]1.Cl.[C:14](#[N:16])[CH3:15], predict the reaction product. The product is: [CH3:15][C:14]1[NH:16][C:7](=[O:9])[C:6]2=[C:5]([CH3:12])[N:4]=[CH:3][N:2]2[N:1]=1.